Predict the reactants needed to synthesize the given product. From a dataset of Full USPTO retrosynthesis dataset with 1.9M reactions from patents (1976-2016). (1) Given the product [C:1]([C:3]1[CH:4]=[C:5]([CH:42]=[CH:43][CH:44]=1)[CH2:6][N:7]1[CH:11]=[C:10]([C:12]2[C:20]3[C:15](=[N:16][CH:17]=[C:18]([C:21]4[CH:22]=[C:23]([NH:27][S:28]([CH3:31])(=[O:30])=[O:29])[CH:24]=[CH:25][CH:26]=4)[CH:19]=3)[NH:14][CH:13]=2)[CH:9]=[N:8]1)#[N:2], predict the reactants needed to synthesize it. The reactants are: [C:1]([C:3]1[CH:4]=[C:5]([CH:42]=[CH:43][CH:44]=1)[CH2:6][N:7]1[CH:11]=[C:10]([C:12]2[C:20]3[C:15](=[N:16][CH:17]=[C:18]([C:21]4[CH:22]=[C:23]([NH:27][S:28]([CH3:31])(=[O:30])=[O:29])[CH:24]=[CH:25][CH:26]=4)[CH:19]=3)[N:14](S(C3C=CC(C)=CC=3)(=O)=O)[CH:13]=2)[CH:9]=[N:8]1)#[N:2].[OH-].[Li+]. (2) Given the product [CH2:1]([N:15]([C:16]1[CH:21]=[CH:20][C:19]([C:22]([F:24])([F:25])[F:23])=[CH:18][N:17]=1)[C:13](=[O:14])[C:8]1[C:7]([S:6][CH2:4][CH3:5])=[CH:12][CH:11]=[CH:10][N:9]=1)[CH3:2], predict the reactants needed to synthesize it. The reactants are: [CH2:1](I)[CH3:2].[CH2:4]([S:6][C:7]1[C:8]([C:13]([NH:15][C:16]2[CH:21]=[CH:20][C:19]([C:22]([F:25])([F:24])[F:23])=[CH:18][N:17]=2)=[O:14])=[N:9][CH:10]=[CH:11][CH:12]=1)[CH3:5].C(=O)([O-])[O-].[K+].[K+].C(=O)(O)[O-].[Na+].